From a dataset of Reaction yield outcomes from USPTO patents with 853,638 reactions. Predict the reaction yield, written as a fraction of the theoretical maximum amount of product (1.0 means a 100% yield; for example, 0.34 means a 34% yield). The reactants are Br[C:2]1[N:3]([CH2:12][O:13][CH2:14][CH2:15][Si:16]([CH3:19])([CH3:18])[CH3:17])[C:4]([C:8]([O:10][CH3:11])=[O:9])=[C:5]([Br:7])[N:6]=1.CC1(C)C(C)(C)OB([C:28]2[CH:33]=[CH:32][N:31]=[C:30]([NH:34][C:35](=[O:37])[CH3:36])[CH:29]=2)O1. The catalyst is C(=O)(O)[O-].[Na+].COCCOC.CCOC(C)=O. The product is [C:35]([NH:34][C:30]1[CH:29]=[C:28]([C:2]2[N:3]([CH2:12][O:13][CH2:14][CH2:15][Si:16]([CH3:19])([CH3:18])[CH3:17])[C:4]([C:8]([O:10][CH3:11])=[O:9])=[C:5]([Br:7])[N:6]=2)[CH:33]=[CH:32][N:31]=1)(=[O:37])[CH3:36]. The yield is 0.430.